This data is from Forward reaction prediction with 1.9M reactions from USPTO patents (1976-2016). The task is: Predict the product of the given reaction. (1) The product is: [CH3:1][O:2][C:3]1[CH:12]=[CH:11][C:10]2[C:5](=[CH:6][CH:7]=[C:8]([C:13]3[C:21]4[C:16](=[CH:17][CH:18]=[C:19]([C:22]#[N:23])[CH:20]=4)[NH:15][N:14]=3)[CH:9]=2)[N:4]=1. Given the reactants [CH3:1][O:2][C:3]1[CH:12]=[CH:11][C:10]2[C:5](=[CH:6][CH:7]=[C:8]([C:13]3[C:21]4[C:16](=[CH:17][CH:18]=[C:19]([C:22]#[N:23])[CH:20]=4)[N:15](C4CCCCO4)[N:14]=3)[CH:9]=2)[N:4]=1, predict the reaction product. (2) Given the reactants [CH2:1]([N:4]1[C:13](=[O:14])[CH:8]2[CH2:9][CH:10]=[CH:11][CH2:12][CH:7]2[C:5]1=[O:6])[CH:2]=[CH2:3].NCP(=O)(O)[OH:18].O.OO, predict the reaction product. The product is: [O:18]1[CH:11]2[CH:10]1[CH2:9][CH:8]1[C:13](=[O:14])[N:4]([CH2:1][CH:2]=[CH2:3])[C:5](=[O:6])[CH:7]1[CH2:12]2. (3) Given the reactants CS(O[CH:6]1[CH2:9][N:8]([C:10]2[S:11][CH:12]=[C:13]([C:15](=[O:33])[NH:16][CH2:17][CH2:18][NH:19][C:20]([O:22][CH2:23][C:24]3[CH:29]=[CH:28][C:27]([N+:30]([O-:32])=[O:31])=[CH:26][CH:25]=3)=[O:21])[N:14]=2)[CH2:7]1)(=O)=O.[C:34]([O-:37])(=[S:36])[CH3:35].[K+], predict the reaction product. The product is: [C:34]([S:36][CH:6]1[CH2:9][N:8]([C:10]2[S:11][CH:12]=[C:13]([C:15](=[O:33])[NH:16][CH2:17][CH2:18][NH:19][C:20]([O:22][CH2:23][C:24]3[CH:25]=[CH:26][C:27]([N+:30]([O-:32])=[O:31])=[CH:28][CH:29]=3)=[O:21])[N:14]=2)[CH2:7]1)(=[O:37])[CH3:35]. (4) The product is: [CH2:1]([O:3][C:4]([C:6]1[CH:11]=[C:10]([CH3:12])[C:9]([CH:9]=[C:10]([CH3:12])[CH3:11])=[CH:8][N:7]=1)=[O:5])[CH3:2]. Given the reactants [CH2:1]([O:3][C:4]([C:6]1[CH:11]=[C:10]([CH3:12])[C:9](Br)=[CH:8][N:7]=1)=[O:5])[CH3:2].C([O-])([O-])=O.[K+].[K+], predict the reaction product.